From a dataset of Oral bioavailability binary classification data from Ma et al.. Regression/Classification. Given a drug SMILES string, predict its absorption, distribution, metabolism, or excretion properties. Task type varies by dataset: regression for continuous measurements (e.g., permeability, clearance, half-life) or binary classification for categorical outcomes (e.g., BBB penetration, CYP inhibition). Dataset: bioavailability_ma. (1) The molecule is CNC1(c2ccccc2Cl)CCCCC1=O. The result is 0 (low bioavailability). (2) The molecule is CN1C(=O)C(O)N=C(c2ccccc2)c2cc(Cl)ccc21. The result is 1 (high bioavailability). (3) The molecule is Oc1ncnc2[nH]ncc12. The result is 1 (high bioavailability). (4) The molecule is CCCCc1ncc(/C=C(\Cc2cccs2)C(=O)O)n1Cc1ccc(C(=O)O)cc1. The result is 0 (low bioavailability). (5) The compound is CC[C@H]1OC(=O)[C@H](C)[C@@H](O[C@H]2C[C@@](C)(OC)[C@@H](O)[C@H](C)O2)[C@H](C)[C@@H](O[C@@H]2O[C@H](C)C[C@H](N(C)C)[C@H]2O)[C@](C)(OC)C[C@@H](C)C(=O)[C@H](C)[C@@H](O)[C@]1(C)O. The result is 1 (high bioavailability). (6) The molecule is Cc1ncsc1CCCl. The result is 1 (high bioavailability). (7) The drug is CN(N=O)C(=O)N[C@H]1[C@@H](O)O[C@H](CO)[C@@H](O)[C@@H]1O. The result is 1 (high bioavailability). (8) The compound is O=C(O)COCCN1CCN(C(c2ccccc2)c2ccc(Cl)cc2)CC1. The result is 1 (high bioavailability). (9) The drug is COc1cc2c(cc1OC)C(=O)C(CC1CCN(Cc3ccccc3)CC1)C2. The result is 1 (high bioavailability). (10) The compound is COc1ccccc1N1CCN(CCCNc2cc(=O)n(C)c(=O)n2C)CC1. The result is 1 (high bioavailability).